This data is from Catalyst prediction with 721,799 reactions and 888 catalyst types from USPTO. The task is: Predict which catalyst facilitates the given reaction. (1) Product: [Br:15][C:13]1[CH:14]=[C:9]([S:8]([NH:24][C:21]([CH3:23])([CH3:22])[CH3:20])(=[O:27])=[O:19])[C:10]([CH:16]([F:17])[F:18])=[N:11][CH:12]=1. Reactant: C([S:8][C:9]1[C:10]([CH:16]([F:18])[F:17])=[N:11][CH:12]=[C:13]([Br:15])[CH:14]=1)C1C=CC=CC=1.[OH2:19].[CH3:20][C:21]([NH2:24])([CH3:23])[CH3:22].CC[O:27]C(C)=O. The catalyst class is: 53. (2) Reactant: [NH2:1][C:2]1[C:11]([OH:12])=[C:10]2[C:5]([C:6](=[O:23])[C:7]([C:16]3[CH:21]=[CH:20][C:19]([Cl:22])=[CH:18][CH:17]=3)=[C:8]([CH:13]([CH3:15])[CH3:14])[O:9]2)=[CH:4][CH:3]=1.[C:24](Cl)(Cl)=[O:25].C(N(CC)CC)C. Product: [Cl:22][C:19]1[CH:18]=[CH:17][C:16]([C:7]2[C:6](=[O:23])[C:5]3[CH:4]=[CH:3][C:2]4[NH:1][C:24](=[O:25])[O:12][C:11]=4[C:10]=3[O:9][C:8]=2[CH:13]([CH3:14])[CH3:15])=[CH:21][CH:20]=1. The catalyst class is: 390. (3) Reactant: [CH:1](=O)[CH2:2][CH2:3][CH:4]=C.[C:7]([OH:13])(=[O:12])[CH2:8][C:9](O)=O.N1CCCCC1.Cl. Product: [C:7]([OH:13])(=[O:12])/[CH:8]=[CH:9]/[CH2:4][CH2:3][CH:2]=[CH2:1]. The catalyst class is: 17. (4) Reactant: N1C=CC=CC=1.[CH3:7][S:8](Cl)(=[O:10])=[O:9].[NH2:12][C:13]1[CH:14]=[CH:15][C:16]([O:26][CH3:27])=[C:17]([CH2:19][CH2:20][C:21]([O:23][CH2:24][CH3:25])=[O:22])[CH:18]=1. Product: [CH3:27][O:26][C:16]1[CH:15]=[CH:14][C:13]([NH:12][S:8]([CH3:7])(=[O:10])=[O:9])=[CH:18][C:17]=1[CH2:19][CH2:20][C:21]([O:23][CH2:24][CH3:25])=[O:22]. The catalyst class is: 4. (5) Reactant: C[O:2][C:3]1[N:4]=[C:5]2[C:10](=[CH:11][CH:12]=1)[N:9]=[CH:8][CH:7]=[C:6]2[C:13]1[CH:14]=[C:15]([S:19]([NH2:22])(=[O:21])=[O:20])[CH:16]=[CH:17][CH:18]=1.[ClH:23]. Product: [ClH:23].[OH:2][C:3]1[N:4]=[C:5]2[C:10](=[CH:11][CH:12]=1)[N:9]=[CH:8][CH:7]=[C:6]2[C:13]1[CH:14]=[C:15]([S:19]([NH2:22])(=[O:21])=[O:20])[CH:16]=[CH:17][CH:18]=1. The catalyst class is: 12. (6) Reactant: Cl.[CH2:2]([C:4]1[S:24][C:7]2[N:8]=[C:9]([S:18][CH2:19][C:20]([O:22][CH3:23])=[O:21])[N:10]=[C:11]([N:12]3[CH2:17][CH2:16][NH:15][CH2:14][CH2:13]3)[C:6]=2[CH:5]=1)[CH3:3].C(N(C(C)C)CC)(C)C.[C:34]1([C:43]2[CH:48]=[CH:47][CH:46]=[CH:45][CH:44]=2)[CH:39]=[CH:38][CH:37]=[C:36]([C:40](O)=[O:41])[CH:35]=1.CN(C(ON1N=NC2C=CC=NC1=2)=[N+](C)C)C.F[P-](F)(F)(F)(F)F. Product: [C:34]1([C:43]2[CH:48]=[CH:47][CH:46]=[CH:45][CH:44]=2)[CH:39]=[CH:38][CH:37]=[C:36]([C:40]([N:15]2[CH2:16][CH2:17][N:12]([C:11]3[C:6]4[CH:5]=[C:4]([CH2:2][CH3:3])[S:24][C:7]=4[N:8]=[C:9]([S:18][CH2:19][C:20]([O:22][CH3:23])=[O:21])[N:10]=3)[CH2:13][CH2:14]2)=[O:41])[CH:35]=1. The catalyst class is: 1.